From a dataset of Forward reaction prediction with 1.9M reactions from USPTO patents (1976-2016). Predict the product of the given reaction. (1) Given the reactants [OH:1][C:2]1[CH:9]=[CH:8][C:5]([CH:6]=[O:7])=[CH:4][CH:3]=1.Cl.[CH3:11][N:12]([CH3:16])[CH2:13][CH2:14]Cl.C(=O)([O-])[O-].[K+].[K+].C(OCC)(=O)C, predict the reaction product. The product is: [CH3:11][N:12]([CH3:16])[CH2:13][CH2:14][O:1][C:2]1[CH:9]=[CH:8][C:5]([CH:6]=[O:7])=[CH:4][CH:3]=1. (2) Given the reactants [OH:1][CH:2]1[CH:8]([NH:9][C:10]([C@@H:12]([NH:17][C:18]([C:20]2[O:21][C:22]3[CH:28]=[CH:27][C:26]([O:29][CH3:30])=[CH:25][C:23]=3[CH:24]=2)=[O:19])[CH2:13][CH:14]([CH3:16])[CH3:15])=[O:11])[CH2:7][CH:6]([CH3:31])[CH2:5][N:4]([S:32]([C:35]2[CH:40]=[CH:39][CH:38]=[CH:37][N:36]=2)(=[O:34])=[O:33])[CH2:3]1.CC(OI1(OC(C)=O)(OC(C)=O)OC(=O)C2C=CC=CC1=2)=O, predict the reaction product. The product is: [CH3:15][CH:14]([CH3:16])[CH2:13][C@H:12]([NH:17][C:18]([C:20]1[O:21][C:22]2[CH:28]=[CH:27][C:26]([O:29][CH3:30])=[CH:25][C:23]=2[CH:24]=1)=[O:19])[C:10](=[O:11])[NH:9][C@H:8]1[CH2:7][C@H:6]([CH3:31])[CH2:5][N:4]([S:32]([C:35]2[CH:40]=[CH:39][CH:38]=[CH:37][N:36]=2)(=[O:34])=[O:33])[CH2:3][C:2]1=[O:1]. (3) Given the reactants [F:1][C:2]1[CH:14]=[CH:13][C:5]([O:6][CH2:7][C:8](=O)[CH2:9][O:10][CH3:11])=[CH:4][CH:3]=1.[BH4-].[Na+].[NH3:17], predict the reaction product. The product is: [F:1][C:2]1[CH:14]=[CH:13][C:5]([O:6][CH2:7][CH:8]([NH2:17])[CH2:9][O:10][CH3:11])=[CH:4][CH:3]=1. (4) Given the reactants [C:1]([O:5][C:6]([NH:8][C:9]1[S:10][C:11]([C:17]2([CH3:20])[CH2:19][CH2:18]2)=[C:12]([C:14](O)=[O:15])[N:13]=1)=[O:7])([CH3:4])([CH3:3])[CH3:2].C(N(CC)CC)C.ClC(OCC(C)C)=O.[BH4-].[Na+].CO, predict the reaction product. The product is: [C:1]([O:5][C:6](=[O:7])[NH:8][C:9]1[S:10][C:11]([C:17]2([CH3:20])[CH2:19][CH2:18]2)=[C:12]([CH2:14][OH:15])[N:13]=1)([CH3:4])([CH3:2])[CH3:3].